This data is from Full USPTO retrosynthesis dataset with 1.9M reactions from patents (1976-2016). The task is: Predict the reactants needed to synthesize the given product. (1) Given the product [CH3:7][O:6][C:4](=[O:5])[CH2:3][C:2]1[S:13][CH:14]=[CH:15][C:8]=1[C:9]([O:11][CH3:12])=[O:10], predict the reactants needed to synthesize it. The reactants are: O=[C:2]([CH2:8][C:9]([O:11][CH3:12])=[O:10])[CH2:3][C:4]([O:6][CH3:7])=[O:5].[S:13]1CC(O)S[CH2:15][CH:14]1O.[Li+].[Br-]. (2) Given the product [CH2:20]([N:17]1[CH:2]=[C:1]([C:3]2[CH:4]=[C:5]([NH:9][C:10]3[CH2:14][CH2:13][C:12](=[O:15])[C:11]=3[CH3:16])[CH:6]=[CH:7][CH:8]=2)[N:19]=[N:18]1)[C:21]1[CH:26]=[CH:25][CH:24]=[CH:23][CH:22]=1, predict the reactants needed to synthesize it. The reactants are: [C:1]([C:3]1[CH:4]=[C:5]([NH:9][C:10]2[CH2:14][CH2:13][C:12](=[O:15])[C:11]=2[CH3:16])[CH:6]=[CH:7][CH:8]=1)#[CH:2].[N:17]([CH2:20][C:21]1[CH:26]=[CH:25][CH:24]=[CH:23][CH:22]=1)=[N+:18]=[N-:19].O=C1O[C@H]([C@H](CO)O)C([O-])=C1O.[Na+]. (3) Given the product [CH3:1][S:2]([C:5]1[CH:6]=[CH:7][C:8]([C:11]2[CH:12]=[CH:13][C:14]([C:17]([N:28]3[CH2:29][CH2:30][CH2:31][C@H:27]3[CH2:26][N:22]3[CH2:23][CH2:24][CH2:25][C@H:21]3[CH3:20])=[O:19])=[CH:15][CH:16]=2)=[CH:9][CH:10]=1)(=[O:3])=[O:4], predict the reactants needed to synthesize it. The reactants are: [CH3:1][S:2]([C:5]1[CH:10]=[CH:9][C:8]([C:11]2[CH:16]=[CH:15][C:14]([C:17]([OH:19])=O)=[CH:13][CH:12]=2)=[CH:7][CH:6]=1)(=[O:4])=[O:3].[CH3:20][C@@H:21]1[CH2:25][CH2:24][CH2:23][N:22]1[CH2:26][C@@H:27]1[CH2:31][CH2:30][CH2:29][NH:28]1. (4) Given the product [F:38][C:35]1[CH:36]=[CH:37][C:32]([S:31][C:26]2[N:25]=[C:24]([C:22]([OH:21])=[O:23])[C:29]([S:45][C:46]3[NH:50][CH:49]=[N:48][N:47]=3)=[N:28][CH:27]=2)=[CH:33][CH:34]=1, predict the reactants needed to synthesize it. The reactants are: COC(C1C(SC2C=CC(F)=CC=2)=NC=C(Br)N=1)=O.C[O:21][C:22]([C:24]1[C:29](Br)=[N:28][CH:27]=[C:26]([S:31][C:32]2[CH:37]=[CH:36][C:35]([F:38])=[CH:34][CH:33]=2)[N:25]=1)=[O:23].C(=O)([O-])[O-].[K+].[K+].[SH:45][C:46]1[NH:50][CH:49]=[N:48][N:47]=1. (5) Given the product [C:4]([O-:6])(=[O:5])[C:2]([CH3:3])=[CH2:1].[CH3:3][C:2]([C:4]([O:6][CH2:7][CH2:8][OH:9])=[O:5])=[CH2:1], predict the reactants needed to synthesize it. The reactants are: [CH3:1][C:2]([C:4]([O:6][CH2:7][CH2:8][OH:9])=[O:5])=[CH2:3]. (6) Given the product [C:14]([OH:21])(=[O:20])/[CH:15]=[CH:16]/[C:17]([OH:19])=[O:18].[N:1]1[CH:6]=[CH:5][CH:4]=[C:3]([N:7]2[CH2:13][C@@H:12]3[C@H:8]2[CH2:9][NH:10][CH2:11]3)[CH:2]=1, predict the reactants needed to synthesize it. The reactants are: [N:1]1[CH:6]=[CH:5][CH:4]=[C:3]([N:7]2[CH2:13][CH:12]3[CH:8]2[CH2:9][NH:10][CH2:11]3)[CH:2]=1.[C:14]([OH:21])(=[O:20])/[CH:15]=[CH:16]/[C:17]([OH:19])=[O:18]. (7) Given the product [NH2:15][C:9]1[CH:10]=[C:11]([C:12]2[CH:13]=[CH:39][C:34]3[C:35](=[CH:36][CH:37]=[C:32]([C:30]4[N:29]([CH:41]5[CH2:42][CH2:43][CH2:44][CH2:45][CH2:46]5)[C:28]5[CH:47]=[CH:48][C:25]([C:23]([OH:24])=[O:22])=[CH:26][C:27]=5[N:31]=4)[CH:33]=3)[N:38]=2)[C:6]([C:5]2[CH:18]=[CH:19][C:2]([Cl:1])=[CH:3][CH:4]=2)=[CH:7][CH:8]=1, predict the reactants needed to synthesize it. The reactants are: [Cl:1][C:2]1[CH:19]=[CH:18][C:5]([C:6]2[C:11]([C:12](=O)[CH3:13])=[CH:10][C:9]([N+:15]([O-])=O)=[CH:8][CH:7]=2)=[CH:4][CH:3]=1.C([O:22][C:23]([C:25]1[CH:48]=[CH:47][C:28]2[N:29]([CH:41]3[CH2:46][CH2:45][CH2:44][CH2:43][CH2:42]3)[C:30]([C:32]3[CH:37]=[CH:36][C:35]([NH2:38])=[C:34]([CH:39]=O)[CH:33]=3)=[N:31][C:27]=2[CH:26]=1)=[O:24])C.[OH-].[K+].Cl.